From a dataset of Retrosynthesis with 50K atom-mapped reactions and 10 reaction types from USPTO. Predict the reactants needed to synthesize the given product. Given the product CNC(=O)c1oc2ccccc2c1C, predict the reactants needed to synthesize it. The reactants are: CN.Cc1c(C(=O)O)oc2ccccc12.